This data is from Catalyst prediction with 721,799 reactions and 888 catalyst types from USPTO. The task is: Predict which catalyst facilitates the given reaction. (1) The catalyst class is: 16. Product: [Cl:11][C:12]1[CH:13]=[CH:14][C:15]2[N:21]([CH2:22][C:23]([CH3:24])([CH3:26])[CH3:25])[C:20](=[O:27])[C@@H:19]([CH2:28][C:29](=[N:9][OH:10])[NH2:30])[O:18][C@H:17]([C:31]3[CH:36]=[CH:35][CH:34]=[C:33]([O:37][CH3:38])[C:32]=3[O:39][CH3:40])[C:16]=2[CH:41]=1. Reactant: C(N(CC)CC)C.Cl.[NH2:9][OH:10].[Cl:11][C:12]1[CH:13]=[CH:14][C:15]2[N:21]([CH2:22][C:23]([CH3:26])([CH3:25])[CH3:24])[C:20](=[O:27])[C@@H:19]([CH2:28][C:29]#[N:30])[O:18][C@H:17]([C:31]3[CH:36]=[CH:35][CH:34]=[C:33]([O:37][CH3:38])[C:32]=3[O:39][CH3:40])[C:16]=2[CH:41]=1. (2) Reactant: ON1[C:6]2[CH:7]=[CH:8][CH:9]=[CH:10][C:5]=2N=N1.Cl.C(N=C=NCCCN(C)C)C.[CH2:23]([O:27][C:28]1[CH:36]=[CH:35][C:31]([C:32]([OH:34])=O)=[CH:30][CH:29]=1)[C:24]#[C:25][CH3:26].Cl.Cl.[NH2:39][CH2:40][C@H:41](N1CCCCC1)[C:42]([O:44][CH3:45])=[O:43].C(N(CC)CC)C. Product: [CH2:23]([O:27][C:28]1[CH:29]=[CH:30][C:31]([C:32]([NH:39][CH2:40][C@H:41]([CH:5]2[CH2:10][CH2:9][CH2:8][CH2:7][CH2:6]2)[C:42]([O:44][CH3:45])=[O:43])=[O:34])=[CH:35][CH:36]=1)[C:24]#[C:25][CH3:26]. The catalyst class is: 9. (3) Reactant: [CH3:1][O:2][C:3]1[CH:4]=[C:5]2[C:10](=[CH:11][C:12]=1[O:13][CH3:14])[N:9]=[CH:8][CH:7]=[C:6]2[O:15][C:16]1[CH:22]=[CH:21][C:19]([NH2:20])=[C:18]([CH3:23])[C:17]=1[CH3:24].[F:25][C:26]1[CH:31]=[C:30]([F:32])[CH:29]=[CH:28][C:27]=1[N:33]=[C:34]=[O:35].CCOCC. Product: [F:25][C:26]1[CH:31]=[C:30]([F:32])[CH:29]=[CH:28][C:27]=1[NH:33][C:34]([NH:20][C:19]1[CH:21]=[CH:22][C:16]([O:15][C:6]2[C:5]3[C:10](=[CH:11][C:12]([O:13][CH3:14])=[C:3]([O:2][CH3:1])[CH:4]=3)[N:9]=[CH:8][CH:7]=2)=[C:17]([CH3:24])[C:18]=1[CH3:23])=[O:35]. The catalyst class is: 22. (4) Reactant: [F:1][C:2]([F:41])([F:40])[C:3]1[CH:4]=[C:5]([CH:33]=[C:34]([C:36]([F:39])([F:38])[F:37])[CH:35]=1)[CH2:6][N:7]([CH2:14][C:15]1[CH:20]=[C:19]([C:21]([F:24])([F:23])[F:22])[CH:18]=[CH:17][C:16]=1[C:25]([CH:27]1[CH2:32][CH2:31][CH2:30][CH2:29][CH2:28]1)=[O:26])[C:8]1[N:9]=[N:10][N:11]([CH3:13])[N:12]=1.[CH3:42][Mg]Br. Product: [F:41][C:2]([F:1])([F:40])[C:3]1[CH:4]=[C:5]([CH:33]=[C:34]([C:36]([F:37])([F:38])[F:39])[CH:35]=1)[CH2:6][N:7]([CH2:14][C:15]1[CH:20]=[C:19]([C:21]([F:24])([F:23])[F:22])[CH:18]=[CH:17][C:16]=1[C:25]([CH:27]1[CH2:32][CH2:31][CH2:30][CH2:29][CH2:28]1)([OH:26])[CH3:42])[C:8]1[N:9]=[N:10][N:11]([CH3:13])[N:12]=1. The catalyst class is: 7. (5) Reactant: [CH2:1]([N:3]1[CH:7]=[CH:6][N:5]=[C:4]1[CH:8]1[C:17](=O)[C:16]2[C:15]([C:19](OC)=[O:20])=[CH:14][CH:13]=[CH:12][C:11]=2[NH:10][CH:9]1[C:23]1[CH:28]=[CH:27][CH:26]=[CH:25][CH:24]=1)[CH3:2].O.[NH2:30][NH2:31]. Product: [CH2:1]([N:3]1[CH:7]=[CH:6][N:5]=[C:4]1[CH:8]1[C:17]2=[N:30][NH:31][C:19](=[O:20])[C:15]3[CH:14]=[CH:13][CH:12]=[C:11]([C:16]=32)[NH:10][CH:9]1[C:23]1[CH:24]=[CH:25][CH:26]=[CH:27][CH:28]=1)[CH3:2]. The catalyst class is: 5. (6) Reactant: [C:1]1([C@H:7]2[N:21]3[C:22]4[C:14]([C:15]5[C:20]3=[CH:19][CH:18]=[CH:17][C:16]=5[OH:23])=[CH:13][CH:12]=[CH:11][C:10]=4[O:9][CH2:8]2)[CH:6]=[CH:5][CH:4]=[CH:3][CH:2]=1.C(=O)([O-])[O-].[K+].[K+].Br[CH2:31][CH2:32][Cl:33]. Product: [C:1]1([C@H:7]2[N:21]3[C:22]4[C:14]([C:15]5[C:16]([O:23][CH2:31][CH2:32][Cl:33])=[CH:17][CH:18]=[CH:19][C:20]=53)=[CH:13][CH:12]=[CH:11][C:10]=4[O:9][CH2:8]2)[CH:2]=[CH:3][CH:4]=[CH:5][CH:6]=1. The catalyst class is: 3. (7) Reactant: [NH2:1][C:2]1[NH:3][C:4]2[CH:10]=[CH:9][CH:8]=[CH:7][C:5]=2[N:6]=1.[CH:11]1[C:20]2[C:11](=[CH:12][CH:13]=CC=2)[CH:20]=[C:13](N)[C:12]=1N. Product: [NH:3]1[C:4]2[CH:10]=[C:9]3[C:8](=[CH:7][C:5]=2[N:6]=[C:2]1[NH2:1])[CH:13]=[CH:12][CH:11]=[CH:20]3. The catalyst class is: 100. (8) Reactant: [F:1][C:2]1[CH:19]=[CH:18][C:5]([CH2:6][O:7][C:8]2[CH:13]=[CH:12][CH:11]=[CH:10][C:9]=2[CH2:14][C:15](O)=[O:16])=[CH:4][CH:3]=1.C(N1C=CN=C1)(N1C=CN=C1)=O.N1C=CN=C1.[H-].[Na+].[NH2:39][C:40]1[S:41][S:42][C:43](=[S:45])[N:44]=1. Product: [F:1][C:2]1[CH:19]=[CH:18][C:5]([CH2:6][O:7][C:8]2[CH:13]=[CH:12][CH:11]=[CH:10][C:9]=2[CH2:14][C:15]([NH:39][C:40]2[S:41][S:42][C:43](=[S:45])[N:44]=2)=[O:16])=[CH:4][CH:3]=1. The catalyst class is: 30.